From a dataset of Catalyst prediction with 721,799 reactions and 888 catalyst types from USPTO. Predict which catalyst facilitates the given reaction. (1) The catalyst class is: 3. Reactant: [CH:1]1([C:4]2[CH:5]=[C:6]([C:16]([OH:18])=O)[C:7]3[CH:12]=[N:11][N:10]([CH:13]([CH3:15])[CH3:14])[C:8]=3[N:9]=2)[CH2:3][CH2:2]1.[NH2:19][CH2:20][C:21]1[C:22](=[O:31])[NH:23][C:24]([CH3:30])=[CH:25][C:26]=1[CH:27]([CH3:29])[CH3:28].C(O)(C(F)(F)F)=O.C1C=NC2N(O)N=NC=2C=1.C(Cl)CCl.CN1CCOCC1. Product: [CH:1]1([C:4]2[CH:5]=[C:6]([C:16]([NH:19][CH2:20][C:21]3[C:22](=[O:31])[NH:23][C:24]([CH3:30])=[CH:25][C:26]=3[CH:27]([CH3:28])[CH3:29])=[O:18])[C:7]3[CH:12]=[N:11][N:10]([CH:13]([CH3:14])[CH3:15])[C:8]=3[N:9]=2)[CH2:2][CH2:3]1. (2) Reactant: [F:1][C:2]1[C:3]([N+:12]([O-:14])=[O:13])=[CH:4][C:5]2[O:9][C:8]([CH3:10])=[N:7][C:6]=2[CH:11]=1.C(O)(=O)C.[BH4-].[Na+].C(=O)(O)[O-].[Na+]. Product: [CH2:8]([NH:7][C:6]1[CH:11]=[C:2]([F:1])[C:3]([N+:12]([O-:14])=[O:13])=[CH:4][C:5]=1[OH:9])[CH3:10]. The catalyst class is: 7. (3) Reactant: C(O[C:9]([CH:11]1[N:15]2[C:16](=[O:29])[CH:17]([NH:21][C:22]([O:24][C:25]([CH3:28])([CH3:27])[CH3:26])=[O:23])[CH:18]=[CH:19][CH2:20][CH:14]2[CH2:13][CH2:12]1)=[O:10])C1C=CC=CC=1.[CH:30]1[CH:31]=[CH:32][C:33]2N(O)N=[N:36][C:34]=2[CH:35]=1.CCN=C=N[CH2:45][CH2:46][CH2:47]N(C)C.[CH3:51]CN(C(C)C)C(C)C. Product: [C:25]([O:24][C:22](=[O:23])[NH:21][CH:17]1[C:16](=[O:29])[N:15]2[CH:11]([C:9](=[O:10])[NH:36][CH:34]3[C:33]4[C:32](=[CH:51][CH:47]=[CH:46][CH:45]=4)[CH2:31][CH2:30][CH2:35]3)[CH2:12][CH2:13][CH:14]2[CH2:20][CH2:19][CH2:18]1)([CH3:28])([CH3:26])[CH3:27]. The catalyst class is: 78. (4) Reactant: C(=O)([O-])[O-].[K+].[K+].CN(C=O)C.[N+:12]([C:15]1[CH:22]=[CH:21][C:18]([CH2:19]Cl)=[CH:17][CH:16]=1)([O-:14])=[O:13].[F:23][C:24]([F:35])([F:34])[C:25]1[CH:29]=[C:28]([C:30]([F:33])([F:32])[F:31])[NH:27][N:26]=1. Product: [N+:12]([C:15]1[CH:22]=[CH:21][C:18]([CH2:19][N:26]2[C:25]([C:24]([F:23])([F:35])[F:34])=[CH:29][C:28]([C:30]([F:31])([F:32])[F:33])=[N:27]2)=[CH:17][CH:16]=1)([O-:14])=[O:13]. The catalyst class is: 6. (5) Reactant: [CH:1]([C:4]1[CH:5]=[C:6]([CH:10]=[C:11]([CH:15]([CH3:17])[CH3:16])[C:12]=1[O:13][CH3:14])[C:7]([OH:9])=O)([CH3:3])[CH3:2].C(Cl)(=O)C(Cl)=O.[Sn](Cl)(Cl)(Cl)Cl.[CH:29]1[C:38]2[C:33](=[CH:34][CH:35]=[CH:36][CH:37]=2)[CH:32]=[CH:31][C:30]=1[CH2:39][C:40]1[O:41][C:42]([CH3:46])=[C:43]([CH3:45])[CH:44]=1. Product: [CH:29]1[C:38]2[C:33](=[CH:34][CH:35]=[CH:36][CH:37]=2)[CH:32]=[CH:31][C:30]=1[CH2:39][C:40]1[O:41][C:42]([CH3:46])=[C:43]([CH3:45])[C:44]=1[C:7]([C:6]1[CH:10]=[C:11]([CH:15]([CH3:17])[CH3:16])[C:12]([O:13][CH3:14])=[C:4]([CH:1]([CH3:2])[CH3:3])[CH:5]=1)=[O:9]. The catalyst class is: 454. (6) Reactant: [O:1]1[C:7]2[N:8]=[C:9]([C:12]([O:14][CH:15]([CH3:17])[CH3:16])=[O:13])[CH:10]=[CH:11][C:6]=2[CH2:5][NH:4][CH2:3][CH2:2]1.[CH3:18][O:19][C:20]1[CH:27]=[CH:26][C:23]([CH:24]=O)=[CH:22][CH:21]=1.[BH-](OC(C)=O)(OC(C)=O)OC(C)=O.[Na+]. Product: [CH3:18][O:19][C:20]1[CH:27]=[CH:26][C:23]([CH2:24][N:4]2[CH2:5][C:6]3[CH:11]=[CH:10][C:9]([C:12]([O:14][CH:15]([CH3:17])[CH3:16])=[O:13])=[N:8][C:7]=3[O:1][CH2:2][CH2:3]2)=[CH:22][CH:21]=1. The catalyst class is: 2. (7) Reactant: [CH3:1][C:2]1[S:6][CH:5]=[N:4][CH:3]=1.CCCCCC.C([Li])CCC.CON(C)[C:21](=[O:23])[CH3:22]. Product: [CH3:1][C:2]1[S:6][C:5]([C:21](=[O:23])[CH3:22])=[N:4][CH:3]=1. The catalyst class is: 7. (8) Reactant: [F:1][C:2]([F:35])([F:34])[C:3]1[CH:4]=[C:5]([NH:13][C:14]2[C:23]3[C:18](=[CH:19][CH:20]=[CH:21][CH:22]=3)[C:17]([C:24]3[CH:29]=[CH:28][C:27]([C:30](=O)[CH3:31])=[C:26](F)[CH:25]=3)=[N:16][N:15]=2)[CH:6]=[C:7]([C:9]([F:12])([F:11])[F:10])[CH:8]=1.O.[NH2:37][NH2:38]. Product: [F:12][C:9]([F:11])([F:10])[C:7]1[CH:6]=[C:5]([NH:13][C:14]2[C:23]3[C:18](=[CH:19][CH:20]=[CH:21][CH:22]=3)[C:17]([C:24]3[CH:25]=[C:26]4[C:27]([C:30]([CH3:31])=[N:37][NH:38]4)=[CH:28][CH:29]=3)=[N:16][N:15]=2)[CH:4]=[C:3]([C:2]([F:34])([F:35])[F:1])[CH:8]=1. The catalyst class is: 12. (9) Reactant: [NH2:1][C:2]1[CH:7]=[CH:6][C:5]([S:8]([NH:11][C@H:12]2[CH2:17][CH2:16][CH2:15][C@@H:14]([NH:18][C:19]3[N:24]=[C:23]([C:25]4[C:33]5[C:28](=[CH:29][CH:30]=[CH:31][CH:32]=5)[N:27](S(C5C=CC=CC=5)(=O)=O)[CH:26]=4)[C:22]([Cl:43])=[CH:21][N:20]=3)[CH2:13]2)(=[O:10])=[O:9])=[CH:4][CH:3]=1.[OH-].[Na+].Cl. Product: [NH2:1][C:2]1[CH:7]=[CH:6][C:5]([S:8]([NH:11][C@H:12]2[CH2:17][CH2:16][CH2:15][C@@H:14]([NH:18][C:19]3[N:24]=[C:23]([C:25]4[C:33]5[C:28](=[CH:29][CH:30]=[CH:31][CH:32]=5)[NH:27][CH:26]=4)[C:22]([Cl:43])=[CH:21][N:20]=3)[CH2:13]2)(=[O:9])=[O:10])=[CH:4][CH:3]=1. The catalyst class is: 38. (10) Reactant: [NH2:1][C:2]1[CH:7]=[CH:6][C:5]([CH2:8][C:9]#[N:10])=[CH:4][CH:3]=1.[C:11](O[C:11]([O:13][C:14]([CH3:17])([CH3:16])[CH3:15])=[O:12])([O:13][C:14]([CH3:17])([CH3:16])[CH3:15])=[O:12]. Product: [CH3:15][C:14]([O:13][C:11](=[O:12])[NH:1][C:2]1[CH:7]=[CH:6][C:5]([CH2:8][C:9]#[N:10])=[CH:4][CH:3]=1)([CH3:17])[CH3:16]. The catalyst class is: 8.